Dataset: Reaction yield outcomes from USPTO patents with 853,638 reactions. Task: Predict the reaction yield, written as a fraction of the theoretical maximum amount of product (1.0 means a 100% yield; for example, 0.34 means a 34% yield). (1) The reactants are [N+:1]([C:4]1[CH:5]=[C:6]2[C:10](=[CH:11][CH:12]=1)[NH:9][CH:8]=[C:7]2[C:13]1[CH:18]2[CH2:19][CH2:20][N:15]([CH2:16][CH2:17]2)[CH:14]=1)([O-])=O.I.CS[C:24]([C:26]1[S:27][CH:28]=[CH:29][CH:30]=1)=[NH:25]. The product is [N:15]12[CH2:20][CH2:19][CH:18]([CH2:17][CH2:16]1)[C:13]([C:7]1[C:6]3[C:10](=[CH:11][CH:12]=[C:4]([NH:1][C:24]([C:26]4[S:27][CH:28]=[CH:29][CH:30]=4)=[NH:25])[CH:5]=3)[NH:9][CH:8]=1)=[CH:14]2. The catalyst is CO.[Pd]. The yield is 0.310. (2) The reactants are Br[C:2]1[CH:11]=[C:10]2[C:5]([N:6]=[C:7]([C:12]3[CH:17]=[CH:16][C:15]([F:18])=[C:14]([F:19])[CH:13]=3)[CH:8]=[N:9]2)=[C:4]([C:20]([NH:22][CH2:23][C:24]([O:26]CC)=[O:25])=[O:21])[C:3]=1[OH:29].[F:30][C:31]1[CH:32]=[C:33](B(O)O)[CH:34]=[CH:35][CH:36]=1.C(=O)([O-])[O-].[K+].[K+].[OH-].[Na+]. The catalyst is O1CCOCC1.O.CO.C1C=CC([P]([Pd]([P](C2C=CC=CC=2)(C2C=CC=CC=2)C2C=CC=CC=2)([P](C2C=CC=CC=2)(C2C=CC=CC=2)C2C=CC=CC=2)[P](C2C=CC=CC=2)(C2C=CC=CC=2)C2C=CC=CC=2)(C2C=CC=CC=2)C2C=CC=CC=2)=CC=1. The product is [F:19][C:14]1[CH:13]=[C:12]([C:7]2[CH:8]=[N:9][C:10]3[C:5]([N:6]=2)=[C:4]([C:20]([NH:22][CH2:23][C:24]([OH:26])=[O:25])=[O:21])[C:3]([OH:29])=[C:2]([C:35]2[CH:34]=[CH:33][CH:32]=[C:31]([F:30])[CH:36]=2)[CH:11]=3)[CH:17]=[CH:16][C:15]=1[F:18]. The yield is 0.840. (3) The reactants are [BH4-].[Na+].[Cl:3][C:4]1[CH:34]=[CH:33][C:7]([C:8]([C:10]2[CH:11]=[C:12]3[C:17](=[CH:18][CH:19]=2)[N:16]([CH3:20])[C:15](=[O:21])[CH:14]=[C:13]3[C:22]2[S:23][CH:24]=[C:25]([C:27]3[CH:32]=[CH:31][CH:30]=[CH:29][CH:28]=3)[N:26]=2)=[O:9])=[CH:6][CH:5]=1. The catalyst is CO.C1COCC1. The product is [Cl:3][C:4]1[CH:34]=[CH:33][C:7]([CH:8]([OH:9])[C:10]2[CH:11]=[C:12]3[C:17](=[CH:18][CH:19]=2)[N:16]([CH3:20])[C:15](=[O:21])[CH:14]=[C:13]3[C:22]2[S:23][CH:24]=[C:25]([C:27]3[CH:28]=[CH:29][CH:30]=[CH:31][CH:32]=3)[N:26]=2)=[CH:6][CH:5]=1. The yield is 0.720. (4) The reactants are [F:1][C:2]1[CH:7]=[CH:6][C:5]([F:8])=[CH:4][C:3]=1[C@H:9]1[CH2:13][CH2:12][CH2:11][N:10]1[C:14]1[CH:19]=[CH:18][N:17]2[N:20]=[CH:21][C:22]([NH2:23])=[C:16]2[N:15]=1.C1N=CN([C:29]([N:31]2[CH:35]=N[CH:33]=[CH:32]2)=[O:30])C=1.N1CC[O:39][CH2:38]C1. The catalyst is C(Cl)Cl. The product is [F:1][C:2]1[CH:7]=[CH:6][C:5]([F:8])=[CH:4][C:3]=1[C@H:9]1[CH2:13][CH2:12][CH2:11][N:10]1[C:14]1[CH:19]=[CH:18][N:17]2[N:20]=[CH:21][C:22]([NH:23][C:29]([N:31]3[CH2:32][CH2:33][O:39][CH2:38][CH2:35]3)=[O:30])=[C:16]2[N:15]=1. The yield is 0.910. (5) The reactants are [CH2:1]([N:8]1[C:16]2[CH:15]=[CH:14][CH:13]=[C:12]([OH:17])[C:11]=2[CH:10]=[C:9]1[CH3:18])[C:2]1[CH:7]=[CH:6][CH:5]=[CH:4][CH:3]=1.[H-].[Na+].[CH2:21]([O:23][C:24](=[O:29])[C:25](Br)([CH3:27])[CH3:26])[CH3:22]. The catalyst is CN(C)C=O.C(OCC)(=O)C. The product is [CH2:21]([O:23][C:24](=[O:29])[C:25]([O:17][C:12]1[CH:13]=[CH:14][CH:15]=[C:16]2[C:11]=1[CH:10]=[C:9]([CH3:18])[N:8]2[CH2:1][C:2]1[CH:3]=[CH:4][CH:5]=[CH:6][CH:7]=1)([CH3:27])[CH3:26])[CH3:22]. The yield is 0.160.